The task is: Predict the reactants needed to synthesize the given product.. This data is from Full USPTO retrosynthesis dataset with 1.9M reactions from patents (1976-2016). The reactants are: [Br:1][C:2]1[C:14](=[O:15])[N:13]([CH2:16][C:17]2[C:22]([F:23])=[CH:21][CH:20]=[CH:19][C:18]=2[CH:24]2[CH2:26][CH2:25]2)[C:5]2[N:6]=[C:7](S(C)=O)[N:8]=[CH:9][C:4]=2[CH:3]=1.[CH3:27][N:28]1[CH2:33][CH2:32][N:31]([C:34]2[CH:40]=[CH:39][C:37]([NH2:38])=[CH:36][CH:35]=2)[CH2:30][CH2:29]1. Given the product [Br:1][C:2]1[C:14](=[O:15])[N:13]([CH2:16][C:17]2[C:22]([F:23])=[CH:21][CH:20]=[CH:19][C:18]=2[CH:24]2[CH2:26][CH2:25]2)[C:5]2[N:6]=[C:7]([NH:38][C:37]3[CH:36]=[CH:35][C:34]([N:31]4[CH2:30][CH2:29][N:28]([CH3:27])[CH2:33][CH2:32]4)=[CH:40][CH:39]=3)[N:8]=[CH:9][C:4]=2[CH:3]=1, predict the reactants needed to synthesize it.